From a dataset of Full USPTO retrosynthesis dataset with 1.9M reactions from patents (1976-2016). Predict the reactants needed to synthesize the given product. (1) The reactants are: [CH:1](O)=O.C(OC(=O)C)(=O)C.[NH2:11][C:12]1[CH:13]=[C:14]([CH:19]=[CH:20][CH:21]=1)[C:15]([O:17][CH3:18])=[O:16].CSC.B. Given the product [CH3:1][NH:11][C:12]1[CH:13]=[C:14]([CH:19]=[CH:20][CH:21]=1)[C:15]([O:17][CH3:18])=[O:16], predict the reactants needed to synthesize it. (2) Given the product [CH2:25]([O:26][CH2:27][CH2:28][O:13][C:5]1[C:4]([CH2:1][CH:2]=[CH2:3])=[CH:9][CH:8]=[CH:7][C:6]=1[CH2:10][CH:11]=[CH2:12])[CH3:24], predict the reactants needed to synthesize it. The reactants are: [CH2:1]([C:4]1[CH:9]=[CH:8][CH:7]=[C:6]([CH2:10][CH:11]=[CH2:12])[C:5]=1[OH:13])[CH:2]=[CH2:3].[OH-].[Na+].C1(O)C=CC=CC=1.Cl[CH2:24][CH2:25][O:26][CH2:27][CH2:28]Cl.